From a dataset of Peptide-MHC class II binding affinity with 134,281 pairs from IEDB. Regression. Given a peptide amino acid sequence and an MHC pseudo amino acid sequence, predict their binding affinity value. This is MHC class II binding data. (1) The peptide sequence is YAQMWLLLYFHRRDLRLM. The MHC is DRB1_0401 with pseudo-sequence DRB1_0401. The binding affinity (normalized) is 0.0774. (2) The MHC is DRB1_0701 with pseudo-sequence DRB1_0701. The binding affinity (normalized) is 0.286. The peptide sequence is EEDKENALSLLDKIYT.